From a dataset of Forward reaction prediction with 1.9M reactions from USPTO patents (1976-2016). Predict the product of the given reaction. (1) Given the reactants Br[CH2:2][CH2:3][Cl:4].C([O-])([O-])=O.[K+].[K+].[F:11][C:12]1[CH:13]=[C:14]([SH:19])[CH:15]=[CH:16][C:17]=1[F:18], predict the reaction product. The product is: [Cl:4][CH2:3][CH2:2][S:19][C:14]1[CH:15]=[CH:16][C:17]([F:18])=[C:12]([F:11])[CH:13]=1. (2) Given the reactants [F:1][C:2]1[CH:10]=[CH:9][C:8]([NH:11][C:12]2[N:26]=[C:15]3[CH:16]=[CH:17][CH:18]=[C:19]([C:20]4[CH:25]=[CH:24][CH:23]=[CH:22][CH:21]=4)[N:14]3[N:13]=2)=[CH:7][C:3]=1[C:4]([NH2:6])=O.BrC1C=CC(F)=C(C=1)C#N.OO.C(=O)([O-])[O-].[K+].[K+], predict the reaction product. The product is: [F:1][C:2]1[CH:10]=[CH:9][C:8]([NH:11][C:12]2[N:26]=[C:15]3[CH:16]=[CH:17][CH:18]=[C:19]([C:20]4[CH:21]=[CH:22][CH:23]=[CH:24][CH:25]=4)[N:14]3[N:13]=2)=[CH:7][C:3]=1[C:4]#[N:6].